From a dataset of Full USPTO retrosynthesis dataset with 1.9M reactions from patents (1976-2016). Predict the reactants needed to synthesize the given product. (1) Given the product [F:30][C:2]([F:1])([F:29])[O:3][C:4]1[CH:9]=[CH:8][C:7]([C:10]2[CH:15]=[C:14]([CH2:16][NH2:17])[CH:13]=[C:12]([C:18]3[CH:23]=[CH:22][C:21]([O:24][C:25]([F:28])([F:26])[F:27])=[CH:20][CH:19]=3)[N:11]=2)=[CH:6][CH:5]=1, predict the reactants needed to synthesize it. The reactants are: [F:1][C:2]([F:30])([F:29])[O:3][C:4]1[CH:9]=[CH:8][C:7]([C:10]2[CH:15]=[C:14]([C:16]#[N:17])[CH:13]=[C:12]([C:18]3[CH:23]=[CH:22][C:21]([O:24][C:25]([F:28])([F:27])[F:26])=[CH:20][CH:19]=3)[N:11]=2)=[CH:6][CH:5]=1.[H-].[H-].[H-].[H-].[Li+].[Al+3]. (2) Given the product [C:4]([C:3]1[C:6]([O:10][CH3:11])=[CH:7][CH:8]=[CH:9][C:2]=1[N:15]1[C:16]2[C:21](=[CH:20][CH:19]=[C:18]([N+:22]([O-:24])=[O:23])[CH:17]=2)[C:13]([CH3:12])=[N:14]1)#[N:5], predict the reactants needed to synthesize it. The reactants are: F[C:2]1[CH:9]=[CH:8][CH:7]=[C:6]([O:10][CH3:11])[C:3]=1[C:4]#[N:5].[CH3:12][C:13]1[C:21]2[C:16](=[CH:17][C:18]([N+:22]([O-:24])=[O:23])=[CH:19][CH:20]=2)[NH:15][N:14]=1.C(=O)([O-])[O-].[K+].[K+].O.